Predict the reactants needed to synthesize the given product. From a dataset of Full USPTO retrosynthesis dataset with 1.9M reactions from patents (1976-2016). (1) Given the product [NH2:25][C:26]1[N:31]=[C:30]([S:32]([NH:35][C:6](=[O:8])[C:5]2[CH:9]=[CH:10][C:2]([Br:1])=[C:3]([F:12])[C:4]=2[F:11])(=[O:34])=[O:33])[CH:29]=[CH:28][CH:27]=1, predict the reactants needed to synthesize it. The reactants are: [Br:1][C:2]1[CH:10]=[CH:9][C:5]([C:6]([OH:8])=O)=[C:4]([F:11])[C:3]=1[F:12].N1(C(N2C=CN=C2)=O)C=CN=C1.[NH2:25][C:26]1[N:31]=[C:30]([S:32]([NH2:35])(=[O:34])=[O:33])[CH:29]=[CH:28][CH:27]=1.[H-].[Na+]. (2) Given the product [CH2:41]([O:43][C:44]([N:46]1[CH2:47][CH2:48][N:49]([C:10](=[O:12])[C@@H:9]([NH:8][C:6]([O:5][C:1]([CH3:2])([CH3:3])[CH3:4])=[O:7])[CH2:13][CH2:14][S:15]([CH3:18])(=[O:17])=[O:16])[CH2:50][CH2:51]1)=[O:45])[CH3:42], predict the reactants needed to synthesize it. The reactants are: [C:1]([O:5][C:6]([NH:8][C@@H:9]([CH2:13][CH2:14][S:15]([CH3:18])(=[O:17])=[O:16])[C:10]([OH:12])=O)=[O:7])([CH3:4])([CH3:3])[CH3:2].[B-](F)(F)(F)F.CCOC(C(C#N)=NOC(N(C)C)=[N+](C)C)=O.[CH2:41]([O:43][C:44]([N:46]1[CH2:51][CH2:50][NH:49][CH2:48][CH2:47]1)=[O:45])[CH3:42].C(=O)([O-])O.[Na+]. (3) The reactants are: [CH3:1][O:2][C:3]1[CH:4]=[C:5]([C:9]2([OH:19])[CH2:18][CH2:17][C:12]3(OCC[O:13]3)[CH2:11][CH2:10]2)[CH:6]=[CH:7][CH:8]=1.O.C(=O)([O-])O.[Na+]. Given the product [OH:19][C:9]1([C:5]2[CH:6]=[CH:7][CH:8]=[C:3]([O:2][CH3:1])[CH:4]=2)[CH2:10][CH2:11][C:12](=[O:13])[CH2:17][CH2:18]1, predict the reactants needed to synthesize it. (4) Given the product [Cl:1][C:2]1[C:7]([C:8]2[N:12]=[C:11]([C:13]3[CH:14]=[C:15]([OH:23])[C:16]([OH:22])=[C:17]([N+:19]([O-:21])=[O:20])[CH:18]=3)[O:10][N:9]=2)=[C:6]([CH3:25])[C:5]([Cl:26])=[C:4]([CH3:27])[N:3]=1, predict the reactants needed to synthesize it. The reactants are: [Cl:1][C:2]1[C:7]([C:8]2[N:12]=[C:11]([C:13]3[CH:18]=[C:17]([N+:19]([O-:21])=[O:20])[C:16]([OH:22])=[C:15]([O:23]C)[CH:14]=3)[O:10][N:9]=2)=[C:6]([CH3:25])[C:5]([Cl:26])=[C:4]([CH3:27])[N:3]=1.[Cl-].[Al+3].[Cl-].[Cl-].N1C=CC=CC=1.Cl. (5) Given the product [Br:8][C:5]1[N:4]=[C:3]([C:9]([NH:11][CH2:12][C:13]2[CH:18]=[CH:17][C:16]([F:19])=[C:15]([F:20])[CH:14]=2)=[O:10])[C:2]([F:27])=[N:7][CH:6]=1, predict the reactants needed to synthesize it. The reactants are: N[C:2]1[C:3]([C:9]([NH:11][CH2:12][C:13]2[CH:18]=[CH:17][C:16]([F:19])=[C:15]([F:20])[CH:14]=2)=[O:10])=[N:4][C:5]([Br:8])=[CH:6][N:7]=1.N1C=CC=CC=1.[FH:27].N([O-])=O.[Na+].